Dataset: Full USPTO retrosynthesis dataset with 1.9M reactions from patents (1976-2016). Task: Predict the reactants needed to synthesize the given product. Given the product [NH:5]([C:19]1[N:20]=[N:21][C:22]([C:25]2[CH:30]=[CH:29][C:28]([F:31])=[CH:27][CH:26]=2)=[CH:23][N:24]=1)[NH2:6], predict the reactants needed to synthesize it. The reactants are: CS(C1[N:5]=[N:6]C(C2C=CC=CC=2)=CN=1)=O.CS([C:19]1[N:20]=[N:21][C:22]([C:25]2[CH:30]=[CH:29][C:28]([F:31])=[CH:27][CH:26]=2)=[CH:23][N:24]=1)=O.